From a dataset of Forward reaction prediction with 1.9M reactions from USPTO patents (1976-2016). Predict the product of the given reaction. The product is: [Cl:1][C:2]1[CH:7]=[CH:6][CH:5]=[CH:4][C:3]=1[C:8]1[O:12][N:11]=[C:10]([CH2:13][C:14]2[CH:19]=[CH:18][C:17]([Cl:20])=[CH:16][C:15]=2[Cl:21])[C:9]=1[CH:22]([C:24]1[CH:25]=[N:26][CH:27]=[CH:28][CH:29]=1)[OH:23]. Given the reactants [Cl:1][C:2]1[CH:7]=[CH:6][CH:5]=[CH:4][C:3]=1[C:8]1[O:12][N:11]=[C:10]([CH2:13][C:14]2[CH:19]=[CH:18][C:17]([Cl:20])=[CH:16][C:15]=2[Cl:21])[C:9]=1[C:22]([C:24]1[CH:25]=[N:26][CH:27]=[CH:28][CH:29]=1)=[O:23].[BH4-].[Na+], predict the reaction product.